This data is from Retrosynthesis with 50K atom-mapped reactions and 10 reaction types from USPTO. The task is: Predict the reactants needed to synthesize the given product. Given the product CC(C)Cc1ccc(-c2ccc(Cn3cc4nc(-c5cccc(F)c5F)nc-4cn3)nn2)cc1, predict the reactants needed to synthesize it. The reactants are: CC(C)Cc1ccc(B(O)O)cc1.Fc1cccc(-c2nc3cnn(Cc4ccc(Cl)nn4)cc-3n2)c1F.